This data is from Full USPTO retrosynthesis dataset with 1.9M reactions from patents (1976-2016). The task is: Predict the reactants needed to synthesize the given product. (1) Given the product [Cl:1][C:2]1[CH:3]=[CH:4][C:5]([C:8]2([NH:16][C:19](=[O:28])[O:42][C:38]([CH3:41])([CH3:40])[CH3:39])[CH2:9][CH2:10]2)=[CH:6][CH:7]=1, predict the reactants needed to synthesize it. The reactants are: [Cl:1][C:2]1[CH:7]=[CH:6][C:5]([C:8]2(C(O)=O)[CH2:10][CH2:9]2)=[CH:4][CH:3]=1.C([N:16]([CH2:19]C)CC)C.C1(P(N=[N+]=[N-])(C2C=CC=CC=2)=[O:28])C=CC=CC=1.[C:38]([OH:42])([CH3:41])([CH3:40])[CH3:39]. (2) Given the product [C:1]([CH2:2][C:22]([C@H:21]1[CH2:25][CH2:26][CH2:27][NH:20]1)=[O:23])#[N:3].[CH:17]([O:16][CH2:9][C:10]1[CH:15]=[CH:14][CH:13]=[CH:12][CH:11]=1)=[O:18], predict the reactants needed to synthesize it. The reactants are: [C:1](#[N:3])[CH3:2].C([Li])CCC.[CH2:9]([O:16][C:17](C[N:20]1[CH2:27][CH2:26][CH2:25][C@@H:21]1[C:22]([O-])=[O:23])=[O:18])[C:10]1[CH:15]=[CH:14][CH:13]=[CH:12][CH:11]=1.Cl. (3) Given the product [C:1]([C:3]1[CH:4]=[CH:5][C:6]([CH2:22][CH2:23][C:24]([O:26][CH2:27][CH3:28])=[O:25])=[C:7]2[C:11]=1[NH:10][CH:9]=[CH:8]2)#[N:2], predict the reactants needed to synthesize it. The reactants are: [C:1]([C:3]1[CH:4]=[CH:5][C:6]([CH2:22][CH2:23][C:24]([O:26][CH2:27][CH3:28])=[O:25])=[C:7]2[C:11]=1[N:10](S(C1C=CC(C)=CC=1)(=O)=O)[CH:9]=[CH:8]2)#[N:2].CCCC[N+](CCCC)(CCCC)CCCC.[F-].CCOC(C)=O. (4) Given the product [Cl:1][C:2]1[C:11]2[C:6](=[C:7]([Cl:17])[C:8]([O:12][CH3:13])=[CH:9][CH:10]=2)[N:5]=[C:4]([C:18]2[CH:23]=[CH:22][CH:21]=[C:20]([CH:24]([CH3:26])[CH3:25])[N:19]=2)[CH:3]=1, predict the reactants needed to synthesize it. The reactants are: [Cl:1][C:2]1[C:11]2[C:6](=[C:7]([Cl:17])[C:8]([O:12][CH2:13]COC)=[CH:9][CH:10]=2)[N:5]=[C:4]([C:18]2[CH:23]=[CH:22][CH:21]=[C:20]([CH:24]([CH3:26])[CH3:25])[N:19]=2)[CH:3]=1.NC1C(Cl)=C(OC)C=CC=1C(=O)C. (5) Given the product [C:42]([O:41][C:39]([N:46]1[CH2:53][CH2:52][CH2:51][CH:47]1[C:48](=[O:49])[NH:2][CH:3]([CH2:31][C:32]1[CH:37]=[CH:36][C:35]([F:38])=[CH:34][CH:33]=1)[C:4]([N:6]1[CH2:11][CH2:10][N:9]([CH:12]([C:13](=[O:14])[NH:15][CH3:16])[CH2:17][C:18]2[CH:27]=[CH:26][C:25]3[C:20](=[CH:21][CH:22]=[CH:23][CH:24]=3)[CH:19]=2)[CH2:8][CH:7]1[CH2:28][O:29][CH3:30])=[O:5])=[O:40])([CH3:45])([CH3:44])[CH3:43], predict the reactants needed to synthesize it. The reactants are: Cl.[NH2:2][CH:3]([CH2:31][C:32]1[CH:37]=[CH:36][C:35]([F:38])=[CH:34][CH:33]=1)[C:4]([N:6]1[CH2:11][CH2:10][N:9]([CH:12]([CH2:17][C:18]2[CH:27]=[CH:26][C:25]3[C:20](=[CH:21][CH:22]=[CH:23][CH:24]=3)[CH:19]=2)[C:13]([NH:15][CH3:16])=[O:14])[CH2:8][CH:7]1[CH2:28][O:29][CH3:30])=[O:5].[C:39]([N:46]1[CH2:53][CH2:52][CH2:51][C@H:47]1[C:48](O)=[O:49])([O:41][C:42]([CH3:45])([CH3:44])[CH3:43])=[O:40].ON1C2C=CC=CC=2N=N1.CN1CCOCC1. (6) Given the product [F:18][C:6]1[CH:5]=[C:4]2[C:9]([N:10]=[CH:11][C:2]([O:20][CH3:19])=[N:3]2)=[CH:8][CH:7]=1, predict the reactants needed to synthesize it. The reactants are: Cl[C:2]1[C:11](C(F)(F)F)=[N:10][C:9]2[C:4](=[CH:5][C:6]([F:18])=[C:7](OC)[CH:8]=2)[N:3]=1.[CH3:19][O-:20].[Na+]. (7) Given the product [NH2:9][C:4]1[CH:3]=[C:2]([Br:1])[CH:13]=[CH:12][C:5]=1[C:6](=[C:15]([C:14]#[N:18])[C:16]#[N:17])[OH:11], predict the reactants needed to synthesize it. The reactants are: [Br:1][C:2]1[CH:13]=[CH:12][C:5]2[C:6](=[O:11])OC(=O)[NH:9][C:4]=2[CH:3]=1.[C:14](#[N:18])[CH2:15][C:16]#[N:17].C(N(CC)CC)C.Cl. (8) Given the product [CH2:21]([O:19][C:18]([C:15]1[CH:14]=[N:13][N:12]([C:9]2[CH:8]=[CH:7][C:6]([Br:5])=[CH:11][CH:10]=2)[C:16]=1[CH3:17])=[O:20])[CH3:22], predict the reactants needed to synthesize it. The reactants are: S(Cl)(Cl)=O.[Br:5][C:6]1[CH:11]=[CH:10][C:9]([N:12]2[C:16]([CH3:17])=[C:15]([C:18]([OH:20])=[O:19])[CH:14]=[N:13]2)=[CH:8][CH:7]=1.[C:21]1(C)C=CC=C[CH:22]=1. (9) Given the product [O:33]=[C:25]1[C:24]([N:17]2[CH2:16][CH2:15][C:12]3([C:11](=[O:20])[N:10]([C:7]4[CH:8]=[CH:9][C:4]([O:3][C:2]([F:1])([F:21])[F:22])=[CH:5][CH:6]=4)[CH2:14][CH2:13]3)[CH2:19][CH2:18]2)=[CH:29][CH:28]=[CH:27][N:26]1[CH2:30][CH2:31][CH3:32], predict the reactants needed to synthesize it. The reactants are: [F:1][C:2]([F:22])([F:21])[O:3][C:4]1[CH:9]=[CH:8][C:7]([N:10]2[CH2:14][CH2:13][C:12]3([CH2:19][CH2:18][NH:17][CH2:16][CH2:15]3)[C:11]2=[O:20])=[CH:6][CH:5]=1.Br[C:24]1[C:25](=[O:33])[N:26]([CH2:30][CH2:31][CH3:32])[CH:27]=[CH:28][CH:29]=1. (10) Given the product [C:1]([NH:4][C:5]1[C:6]([NH:13][C:14]2[CH:15]=[CH:16][C:17]([N:20]3[CH2:21][CH2:22][N:23]([CH2:26][C:27]([CH3:33])([CH3:32])[C:28]([OH:30])=[O:29])[CH2:24][CH2:25]3)=[CH:18][CH:19]=2)=[CH:7][C:8]([O:11][CH3:12])=[N:9][CH:10]=1)(=[O:3])[CH3:2], predict the reactants needed to synthesize it. The reactants are: [C:1]([NH:4][C:5]1[C:6]([NH:13][C:14]2[CH:19]=[CH:18][C:17]([N:20]3[CH2:25][CH2:24][N:23]([CH2:26][C:27]([CH3:33])([CH3:32])[C:28]([O:30]C)=[O:29])[CH2:22][CH2:21]3)=[CH:16][CH:15]=2)=[CH:7][C:8]([O:11][CH3:12])=[N:9][CH:10]=1)(=[O:3])[CH3:2].[OH-].[Na+].Cl.